Task: Predict the product of the given reaction.. Dataset: Forward reaction prediction with 1.9M reactions from USPTO patents (1976-2016) The product is: [N:35]1([C:20]([C:14]2[C:13]3[C:17](=[CH:18][CH:19]=[C:11]([C:9]([N:7]4[CH2:8][C:2]5([CH3:1])[CH2:23][CH:6]4[CH2:5][C:4]([CH3:24])([CH3:25])[CH2:3]5)=[O:10])[CH:12]=3)[NH:16][CH:15]=2)=[O:21])[CH2:40][CH2:39][CH2:38][CH2:37][CH2:36]1. Given the reactants [CH3:1][C:2]12[CH2:23][CH:6]([N:7]([C:9]([C:11]3[CH:12]=[C:13]4[C:17](=[CH:18][CH:19]=3)[NH:16][CH:15]=[C:14]4[C:20](O)=[O:21])=[O:10])[CH2:8]1)[CH2:5][C:4]([CH3:25])([CH3:24])[CH2:3]2.C(N=C=NC(C)C)(C)C.[NH:35]1[CH2:40][CH2:39][CH2:38][CH2:37][CH2:36]1.CCN(C(C)C)C(C)C, predict the reaction product.